This data is from Forward reaction prediction with 1.9M reactions from USPTO patents (1976-2016). The task is: Predict the product of the given reaction. (1) Given the reactants [C:1]1([C:7]2([CH2:13][C:14]3[CH:18]=[CH:17][O:16][CH:15]=3)SCCCS2)[CH:6]=[CH:5][CH:4]=[CH:3][CH:2]=1.C[OH:20].O, predict the reaction product. The product is: [O:16]1[CH:17]=[CH:18][C:14]([CH2:13][C:7]([C:1]2[CH:6]=[CH:5][CH:4]=[CH:3][CH:2]=2)=[O:20])=[CH:15]1. (2) Given the reactants [NH:1]1[CH2:6][CH2:5][CH:4]([C:7]2[CH:12]=[CH:11][CH:10]=[C:9]([O:13][C:14]([F:17])([F:16])[F:15])[C:8]=2[OH:18])[CH2:3][CH2:2]1.C(=O)([O-])[O-].[K+].[K+].I[CH2:26][CH2:27][OH:28], predict the reaction product. The product is: [OH:28][CH2:27][CH2:26][N:1]1[CH2:6][CH2:5][CH:4]([C:7]2[CH:12]=[CH:11][CH:10]=[C:9]([O:13][C:14]([F:16])([F:17])[F:15])[C:8]=2[OH:18])[CH2:3][CH2:2]1. (3) Given the reactants [Br:1][C:2]1[CH:11]=[CH:10][CH:9]=[C:8]2[C:3]=1[CH:4]=[CH:5][N:6]=[C:7]2Cl.[CH3:13][O-:14].[Na+], predict the reaction product. The product is: [Br:1][C:2]1[CH:11]=[CH:10][CH:9]=[C:8]2[C:3]=1[CH:4]=[CH:5][N:6]=[C:7]2[O:14][CH3:13]. (4) Given the reactants [C:1]([C:3]1[CH:4]=[C:5]([CH:32]([CH3:34])[CH3:33])[C:6]2[O:10][C:9]([C:11]3[CH:30]=[CH:29][C:14]([C:15]([NH:17][CH2:18]OC(N4CCCOCC4)=O)=[O:16])=[CH:13][CH:12]=3)=[N:8][C:7]=2[CH:31]=1)#[N:2].[CH3:35][OH:36], predict the reaction product. The product is: [C:1]([C:3]1[CH:4]=[C:5]([CH:32]([CH3:34])[CH3:33])[C:6]2[O:10][C:9]([C:11]3[CH:12]=[CH:13][C:14]([C:15]([NH:17][CH2:18][C@H:5]4[O:36][CH2:35][CH2:9][NH:8][CH2:7][CH2:6]4)=[O:16])=[CH:29][CH:30]=3)=[N:8][C:7]=2[CH:31]=1)#[N:2]. (5) Given the reactants [CH3:1][NH:2][C:3]([C:5]1[C:6]([CH3:11])=[CH:7][CH:8]=[CH:9][CH:10]=1)=O.[C:12]([C:14]1[CH:19]=[CH:18][N:17]=[C:16]([O:20][CH2:21][C:22]2[CH:27]=[CH:26][CH:25]=[CH:24][CH:23]=2)[CH:15]=1)#[N:13].P(Cl)(Cl)([Cl:30])=O.[CH2:33]([N:35]1[CH2:40][CH2:39][NH:38][CH2:37][CH2:36]1)[CH3:34], predict the reaction product. The product is: [CH2:33]([N:35]1[CH2:36][CH2:37][N:2]([C:3]2[C:5]3[C:6](=[CH:7][CH:8]=[CH:9][CH:10]=3)[CH:11]=[C:12]([C:14]3[CH:19]=[CH:18][N:17]=[C:16]([O:20][CH2:21][C:22]4[CH:27]=[CH:26][CH:25]=[CH:24][CH:23]=4)[CH:15]=3)[N:13]=2)[CH2:1][CH2:40]1)[CH3:34].[CH2:33]([N:35]1[CH2:40][CH2:39][N:38]([C:11]2[C:6]3[C:5](=[CH:10][CH:9]=[CH:8][CH:7]=3)[CH:3]=[C:12]([C:14]3[CH:19]=[CH:18][N:17]=[C:16]([Cl:30])[CH:15]=3)[N:13]=2)[CH2:37][CH2:36]1)[CH3:34]. (6) Given the reactants [CH2:1]([O:8][C@H:9]([CH3:33])[C@H:10]([NH:13][C:14]([C:27]1[CH:32]=[CH:31][CH:30]=[CH:29][CH:28]=1)([C:21]1[CH:26]=[CH:25][CH:24]=[CH:23][CH:22]=1)[C:15]1[CH:20]=[CH:19][CH:18]=[CH:17][CH:16]=1)[CH2:11][OH:12])[C:2]1[CH:7]=[CH:6][CH:5]=[CH:4][CH:3]=1.C(N(CC)CC)C.[Si:41](Cl)([C:44]([CH3:47])([CH3:46])[CH3:45])([CH3:43])[CH3:42], predict the reaction product. The product is: [CH2:1]([O:8][C@H:9]([CH3:33])[C@H:10]([NH:13][C:14]([C:27]1[CH:32]=[CH:31][CH:30]=[CH:29][CH:28]=1)([C:21]1[CH:22]=[CH:23][CH:24]=[CH:25][CH:26]=1)[C:15]1[CH:16]=[CH:17][CH:18]=[CH:19][CH:20]=1)[CH2:11][O:12][Si:41]([C:44]([CH3:47])([CH3:46])[CH3:45])([CH3:43])[CH3:42])[C:2]1[CH:3]=[CH:4][CH:5]=[CH:6][CH:7]=1. (7) Given the reactants O[C:2]([CH:4]([C:6]1[CH:15]=[CH:14][C:9]([CH2:10][CH:11]([CH3:13])[CH3:12])=[CH:8][CH:7]=1)[CH3:5])=[O:3].[NH2:16][CH2:17][CH2:18][CH2:19][CH2:20][OH:21].F[P-](F)(F)(F)(F)F.N1(OC(N(C)C)=[N+](C)C)C2C=CC=CC=2N=N1.C(N(CC)C(C)C)(C)C, predict the reaction product. The product is: [OH:21][CH2:20][CH2:19][CH2:18][CH2:17][NH:16][C:2](=[O:3])[CH:4]([C:6]1[CH:15]=[CH:14][C:9]([CH2:10][CH:11]([CH3:13])[CH3:12])=[CH:8][CH:7]=1)[CH3:5]. (8) The product is: [CH3:1][C:2]1([CH3:11])[O:6][C@@H:5]2[CH2:7][CH2:8][C@H:9]([OH:10])[C@@H:4]2[O:3]1. Given the reactants [CH3:1][C:2]1([CH3:11])[O:6][C@@H:5]2[CH2:7][CH2:8][C:9](=[O:10])[C@@H:4]2[O:3]1.[BH4-].[Na+].O, predict the reaction product.